This data is from Reaction yield outcomes from USPTO patents with 853,638 reactions. The task is: Predict the reaction yield, written as a fraction of the theoretical maximum amount of product (1.0 means a 100% yield; for example, 0.34 means a 34% yield). (1) The reactants are [F:1][C:2]1[CH:7]=[CH:6][C:5]([CH:8]2[CH2:10][C@@:9]2([CH3:16])[C:11]([O:13]CC)=[O:12])=[CH:4][CH:3]=1.[OH-].[K+].Cl. The catalyst is CO.O.O. The product is [F:1][C:2]1[CH:3]=[CH:4][C:5]([CH:8]2[CH2:10][C@@:9]2([CH3:16])[C:11]([OH:13])=[O:12])=[CH:6][CH:7]=1. The yield is 0.920. (2) The reactants are [NH2:1][C:2]1[CH:7]=[CH:6][CH:5]=[CH:4][C:3]=1[NH:8][C:9]1[CH:17]=[CH:16][CH:15]=[CH:14][C:10]=1[C:11](O)=[O:12].C1C=CC2N(O)N=NC=2C=1.CCN=C=NCCCN(C)C.Cl. The catalyst is C(#N)C. The product is [CH:14]1[C:10]2[C:11](=[O:12])[NH:1][C:2]3[CH:7]=[CH:6][CH:5]=[CH:4][C:3]=3[NH:8][C:9]=2[CH:17]=[CH:16][CH:15]=1. The yield is 0.920. (3) The reactants are [OH:1][C:2]1[CH:7]=[CH:6][N:5]=[C:4]([N:8]2[CH2:13][CH2:12][N:11]([C:14]([O:16][C:17]([CH3:20])([CH3:19])[CH3:18])=[O:15])[CH2:10][CH2:9]2)[CH:3]=1.Cl[C:22]1[N:23]=[C:24]([OH:32])[C:25]2[CH:31]=[CH:30][N:29]=[CH:28][C:26]=2[N:27]=1. No catalyst specified. The product is [OH:32][C:24]1[C:25]2[CH:31]=[CH:30][N:29]=[CH:28][C:26]=2[N:27]=[C:22]([O:1][C:2]2[CH:7]=[CH:6][N:5]=[C:4]([N:8]3[CH2:13][CH2:12][N:11]([C:14]([O:16][C:17]([CH3:20])([CH3:19])[CH3:18])=[O:15])[CH2:10][CH2:9]3)[CH:3]=2)[N:23]=1. The yield is 0.220. (4) The reactants are [NH2:1][C:2]1[CH:7]=[CH:6][N:5]=[CH:4][CH:3]=1.P(=O)(O)(O)O.[N+]([O-])(O)=O.[N:17]([O-])=O.[Na+].[CH3:21][C:22](=[O:27])[CH2:23][C:24](=[O:26])[CH3:25].C([O-])(=O)C.[K+].C([O-])([O-])=O.[Na+].[Na+]. The catalyst is C(O)C. The product is [N:5]1[CH:6]=[CH:7][C:2]([NH:1][N:17]=[C:23]([C:22](=[O:27])[CH3:21])[C:24](=[O:26])[CH3:25])=[CH:3][CH:4]=1. The yield is 0.140. (5) The reactants are [Cl:1][C:2]1[C:3]([I:16])=[C:4]([NH:10][CH:11]([CH2:14][CH3:15])[CH2:12][CH3:13])[C:5]([C:8]#[N:9])=[N:6][CH:7]=1.C(=O)([O-])[O-:18].[K+].[K+].OO. The catalyst is CS(C)=O.CCOC(C)=O. The product is [Cl:1][C:2]1[C:3]([I:16])=[C:4]([NH:10][CH:11]([CH2:14][CH3:15])[CH2:12][CH3:13])[C:5]([C:8]([NH2:9])=[O:18])=[N:6][CH:7]=1. The yield is 0.830. (6) The reactants are [CH3:1][C:2]1[CH:7]=[CH:6][C:5]([S:8]([O:11][CH2:12][CH:13]2[CH2:17][C:16]3[CH:18]=[CH:19][CH:20]=[C:21](OS(C(F)(F)F)(=O)=O)[C:15]=3[O:14]2)(=[O:10])=[O:9])=[CH:4][CH:3]=1.[Cl:30][C:31]1[CH:32]=[C:33](B(O)O)[CH:34]=[C:35]([Cl:37])[CH:36]=1.P([O-])([O-])([O-])=O.[K+].[K+].[K+]. The catalyst is C1C=CC([P]([Pd]([P](C2C=CC=CC=2)(C2C=CC=CC=2)C2C=CC=CC=2)([P](C2C=CC=CC=2)(C2C=CC=CC=2)C2C=CC=CC=2)[P](C2C=CC=CC=2)(C2C=CC=CC=2)C2C=CC=CC=2)(C2C=CC=CC=2)C2C=CC=CC=2)=CC=1. The product is [CH3:1][C:2]1[CH:3]=[CH:4][C:5]([S:8]([O:11][CH2:12][CH:13]2[CH2:17][C:16]3[CH:18]=[CH:19][CH:20]=[C:21]([C:33]4[CH:32]=[C:31]([Cl:30])[CH:36]=[C:35]([Cl:37])[CH:34]=4)[C:15]=3[O:14]2)(=[O:9])=[O:10])=[CH:6][CH:7]=1. The yield is 0.150. (7) The reactants are [OH:1][CH:2]1[CH2:5][N:4]([C:6]([O:8][C:9]([CH3:12])([CH3:11])[CH3:10])=[O:7])[CH2:3]1.[H-].[Na+].Br[CH2:16][C:17]([O:19][CH3:20])=[O:18]. The catalyst is C1COCC1.O. The product is [CH3:20][O:19][C:17](=[O:18])[CH2:16][O:1][CH:2]1[CH2:3][N:4]([C:6]([O:8][C:9]([CH3:12])([CH3:11])[CH3:10])=[O:7])[CH2:5]1. The yield is 0.350.